Dataset: Catalyst prediction with 721,799 reactions and 888 catalyst types from USPTO. Task: Predict which catalyst facilitates the given reaction. (1) Reactant: Cl.[CH3:2][C:3]1[C:4]([N:11]2[CH2:16][CH2:15][NH:14][CH2:13][CH2:12]2)=[N:5][C:6]([CH3:10])=[C:7]([CH3:9])[CH:8]=1.[OH-].[Na+]. Product: [CH3:2][C:3]1[C:4]([N:11]2[CH2:12][CH2:13][NH:14][CH2:15][CH2:16]2)=[N:5][C:6]([CH3:10])=[C:7]([CH3:9])[CH:8]=1. The catalyst class is: 13. (2) Reactant: [Cl:1][C:2]1[CH:7]=[C:6]([Cl:8])[CH:5]=[CH:4][C:3]=1[NH:9][C:10]([NH:12][OH:13])=[O:11].[C:14](N1C=CN=C1)(N1C=CN=C1)=[O:15]. Product: [Cl:1][C:2]1[CH:7]=[C:6]([Cl:8])[CH:5]=[CH:4][C:3]=1[N:9]1[C:14](=[O:15])[O:13][NH:12][C:10]1=[O:11]. The catalyst class is: 7. (3) Reactant: [NH2:1][CH2:2][CH2:3][O:4][C@@H:5]([C:19]1[CH:24]=[CH:23][C:22]([F:25])=[C:21]([Cl:26])[CH:20]=1)[C@@H:6]1[CH2:11][CH2:10][CH2:9][N:8]([C:12]([O:14][C:15]([CH3:18])([CH3:17])[CH3:16])=[O:13])[CH2:7]1.CCN(CC)CC.Cl[C:35]([O:37][CH3:38])=[O:36].O. The catalyst class is: 79. Product: [Cl:26][C:21]1[CH:20]=[C:19]([C@H:5]([O:4][CH2:3][CH2:2][NH:1][C:35]([O:37][CH3:38])=[O:36])[C@@H:6]2[CH2:11][CH2:10][CH2:9][N:8]([C:12]([O:14][C:15]([CH3:18])([CH3:17])[CH3:16])=[O:13])[CH2:7]2)[CH:24]=[CH:23][C:22]=1[F:25]. (4) Reactant: [CH3:1][C:2]1[CH2:7][C@@H:6]([OH:8])[CH2:5][C:4]([CH3:10])([CH3:9])[C:3]=1/[CH:11]=[CH:12]/[C:13](/[CH3:42])=[CH:14]/[CH:15]=[CH:16]/[C:17](/[CH3:41])=[CH:18]/[CH:19]=[CH:20]/[CH:21]=[C:22](\[CH3:40])/[CH:23]=[CH:24]/[CH:25]=[C:26](\[CH3:39])/[CH:27]=[CH:28]/[C:29]1[C:34]([CH3:36])([CH3:35])[CH2:33][C@H:32]([OH:37])[CH2:31][C:30]=1[CH3:38].Cl([O-])(=O)=[O:44].[Na+].[I-].[Na+].S(=O)(=O)(O)O.[OH2:55]. Product: [CH3:38][C:30]1[C:31](=[O:55])[C@@H:32]([OH:37])[CH2:33][C:34]([CH3:36])([CH3:35])[C:29]=1/[CH:28]=[CH:27]/[C:26](/[CH3:39])=[CH:25]/[CH:24]=[CH:23]/[C:22](/[CH3:40])=[CH:21]/[CH:20]=[CH:19]/[CH:18]=[C:17](\[CH3:41])/[CH:16]=[CH:15]/[CH:14]=[C:13](\[CH3:42])/[CH:12]=[CH:11]/[C:3]1[C:4]([CH3:9])([CH3:10])[CH2:5][C@H:6]([OH:8])[C:7](=[O:44])[C:2]=1[CH3:1]. The catalyst class is: 22. (5) Reactant: [CH2:1]([NH2:4])[C:2]#[CH:3].[C:5](O[C:5]([O:7][C:8]([CH3:11])([CH3:10])[CH3:9])=[O:6])([O:7][C:8]([CH3:11])([CH3:10])[CH3:9])=[O:6].C(N(CC)CC)C. Product: [CH2:1]([NH:4][C:5](=[O:6])[O:7][C:8]([CH3:11])([CH3:10])[CH3:9])[C:2]#[CH:3]. The catalyst class is: 20. (6) Reactant: [OH-].[Li+].[F:3][C:4]1[CH:9]=[CH:8][C:7]([CH2:10][C:11]([O:13]CC)=[O:12])=[CH:6][C:5]=1[C:16]([N:18]1[CH2:23][CH2:22][CH:21]([O:24][CH3:25])[CH2:20][CH2:19]1)=[O:17]. Product: [F:3][C:4]1[CH:9]=[CH:8][C:7]([CH2:10][C:11]([OH:13])=[O:12])=[CH:6][C:5]=1[C:16]([N:18]1[CH2:19][CH2:20][CH:21]([O:24][CH3:25])[CH2:22][CH2:23]1)=[O:17]. The catalyst class is: 20.